From a dataset of CYP2C9 inhibition data for predicting drug metabolism from PubChem BioAssay. Regression/Classification. Given a drug SMILES string, predict its absorption, distribution, metabolism, or excretion properties. Task type varies by dataset: regression for continuous measurements (e.g., permeability, clearance, half-life) or binary classification for categorical outcomes (e.g., BBB penetration, CYP inhibition). Dataset: cyp2c9_veith. (1) The compound is Cc1c(OCC(F)(F)F)ccnc1CSc1nc2ccccc2[nH]1. The result is 1 (inhibitor). (2) The compound is CCCN(CCc1ccccc1)[C@H]1CCc2c(O)cccc2C1. The result is 0 (non-inhibitor). (3) The molecule is O=C(O)CCNCC(=O)O. The result is 0 (non-inhibitor). (4) The molecule is CC1(C)S[C@@H]2[C@H](NC(=O)Cc3ccccc3)C(=O)N2[C@H]1C(=O)[O-].[Na+]. The result is 0 (non-inhibitor). (5) The drug is CC(=O)c1cnc2c(C(=O)O)cnn2c1C. The result is 0 (non-inhibitor). (6) The drug is CC(=O)S[C@H]1CC2=CC(=O)CC[C@@]2(C)[C@H]2CC[C@@]3(C)[C@H](CC[C@]34CCC(=O)O4)[C@@H]12. The result is 0 (non-inhibitor). (7) The compound is NS(=O)(=O)c1cc2c(cc1Cl)N[C@@H](C(Cl)Cl)NS2(=O)=O. The result is 0 (non-inhibitor).